The task is: Predict the product of the given reaction.. This data is from Forward reaction prediction with 1.9M reactions from USPTO patents (1976-2016). (1) Given the reactants C(OC([N:8]1[CH2:13][CH2:12][CH:11]([CH2:14][C:15]([OH:17])=[O:16])[CH2:10][CH2:9]1)=O)(C)(C)C.O1CCOCC1.[ClH:24], predict the reaction product. The product is: [ClH:24].[NH:8]1[CH2:13][CH2:12][CH:11]([CH2:14][C:15]([OH:17])=[O:16])[CH2:10][CH2:9]1. (2) Given the reactants [Cl:1][C:2]1[CH:7]=[CH:6][C:5]([CH:8](/[C:17](/[F:34])=[C:18](\[F:33])/[CH2:19][C:20]2[CH:25]=[CH:24][CH:23]=[C:22]([O:26][C:27]3[CH:32]=[CH:31][CH:30]=[CH:29][CH:28]=3)[CH:21]=2)[CH2:9][CH:10](O)[CH2:11][Si](C)(C)C)=[CH:4][CH:3]=1, predict the reaction product. The product is: [Cl:1][C:2]1[CH:3]=[CH:4][C:5]([CH:8]([CH2:9][CH:10]=[CH2:11])/[C:17](/[F:34])=[C:18](\[F:33])/[CH2:19][C:20]2[CH:25]=[CH:24][CH:23]=[C:22]([O:26][C:27]3[CH:32]=[CH:31][CH:30]=[CH:29][CH:28]=3)[CH:21]=2)=[CH:6][CH:7]=1. (3) The product is: [Br:2][C:3]1[CH:4]=[C:5]([N:9]2[C:22]([OH:23])=[C:16]([CH3:15])[C:17](=[O:18])[NH:10]2)[CH:6]=[CH:7][CH:8]=1. Given the reactants Cl.[Br:2][C:3]1[CH:4]=[C:5]([NH:9][NH2:10])[CH:6]=[CH:7][CH:8]=1.[O-]CC.[Na+].[CH3:15][CH:16]([C:22](OCC)=[O:23])[C:17](OCC)=[O:18], predict the reaction product. (4) The product is: [CH3:17][C:18]1[NH:19][C:20]2[C:25]([CH:26]=1)=[CH:24][C:23]([O:27][C:2]1[CH:3]=[CH:4][C:5]3[N:6]([CH:8]=[C:9]([NH:11][C:12]([CH:14]4[CH2:16][CH2:15]4)=[O:13])[N:10]=3)[N:7]=1)=[CH:22][CH:21]=2. Given the reactants I[C:2]1[CH:3]=[CH:4][C:5]2[N:6]([CH:8]=[C:9]([NH:11][C:12]([CH:14]3[CH2:16][CH2:15]3)=[O:13])[N:10]=2)[N:7]=1.[CH3:17][C:18]1[NH:19][C:20]2[C:25]([CH:26]=1)=[CH:24][C:23]([OH:27])=[CH:22][CH:21]=2.C(=O)([O-])[O-].[K+].[K+], predict the reaction product. (5) The product is: [Cl:1][C:2]1[N:3]=[C:4]([C:9]([NH:11][C:12]2[CH:17]=[CH:16][C:15]([C:18]3[O:19][CH:20]=[C:21]([C:23]([OH:25])=[O:24])[N:22]=3)=[CH:14][CH:13]=2)=[O:10])[NH:5][C:6]=1[CH2:7][CH3:8]. Given the reactants [Cl:1][C:2]1[N:3]=[C:4]([C:9]([NH:11][C:12]2[CH:17]=[CH:16][C:15]([C:18]3[O:19][CH:20]=[C:21]([C:23]([O:25]C)=[O:24])[N:22]=3)=[CH:14][CH:13]=2)=[O:10])[NH:5][C:6]=1[CH2:7][CH3:8].[OH-].[Li+].CO, predict the reaction product.